This data is from Reaction yield outcomes from USPTO patents with 853,638 reactions. The task is: Predict the reaction yield, written as a fraction of the theoretical maximum amount of product (1.0 means a 100% yield; for example, 0.34 means a 34% yield). (1) The reactants are [CH:1]1([NH2:7])[CH2:6][CH2:5][CH2:4][CH2:3][CH2:2]1.[F:8][C:9]([F:24])([F:23])[C:10]1[CH:11]=[C:12]([N:20]=[C:21]=[O:22])[CH:13]=[C:14]([C:16]([F:19])([F:18])[F:17])[CH:15]=1. The catalyst is ClCCl. The product is [CH:1]1([NH:7][C:21]([NH:20][C:12]2[CH:13]=[C:14]([C:16]([F:18])([F:19])[F:17])[CH:15]=[C:10]([C:9]([F:8])([F:23])[F:24])[CH:11]=2)=[O:22])[CH2:6][CH2:5][CH2:4][CH2:3][CH2:2]1. The yield is 0.900. (2) The reactants are C[O:2][C:3]([C:5]1[CH:13]=[C:12]2[C:8]([C:9]([CH:32]3[CH2:37][CH2:36][CH2:35][CH2:34][CH2:33]3)=[C:10]([C:23]3[CH:28]=[CH:27][C:26]([NH2:29])=[C:25]([CH:30]=O)[CH:24]=3)[N:11]2[CH2:14][C:15]([N:17]2[CH2:22][CH2:21][O:20][CH2:19][CH2:18]2)=[O:16])=[CH:7][CH:6]=1)=[O:4].[CH3:38][O:39][C:40]1[CH:45]=[CH:44][CH:43]=[CH:42][C:41]=1[C:46](=O)[CH3:47]. No catalyst specified. The product is [CH:32]1([C:9]2[C:8]3[C:12](=[CH:13][C:5]([C:3]([OH:4])=[O:2])=[CH:6][CH:7]=3)[N:11]([CH2:14][C:15]([N:17]3[CH2:18][CH2:19][O:20][CH2:21][CH2:22]3)=[O:16])[C:10]=2[C:23]2[CH:24]=[C:25]3[C:26](=[CH:27][CH:28]=2)[N:29]=[C:46]([C:41]2[CH:42]=[CH:43][CH:44]=[CH:45][C:40]=2[O:39][CH3:38])[CH:47]=[CH:30]3)[CH2:37][CH2:36][CH2:35][CH2:34][CH2:33]1. The yield is 0.0400. (3) The reactants are [CH2:1]([C:3]1[CH:4]=[C:5]([CH2:9][C:10]([C:12]2[CH:17]=[CH:16][CH:15]=[CH:14][CH:13]=2)=O)[CH:6]=[CH:7][CH:8]=1)[CH3:2].[CH2:18]([O:20][C:21]1[CH:22]=[C:23]([CH:26]=[C:27]([N+:30]([O-:32])=[O:31])[C:28]=1[OH:29])[CH:24]=O)[CH3:19].[NH2:33][C:34]([NH2:36])=[O:35].Cl. The catalyst is C(O)C. The product is [CH2:18]([O:20][C:21]1[CH:22]=[C:23]([CH:24]2[C:9]([C:5]3[CH:6]=[CH:7][CH:8]=[C:3]([CH2:1][CH3:2])[CH:4]=3)=[C:10]([C:12]3[CH:17]=[CH:16][CH:15]=[CH:14][CH:13]=3)[NH:36][C:34](=[O:35])[NH:33]2)[CH:26]=[C:27]([N+:30]([O-:32])=[O:31])[C:28]=1[OH:29])[CH3:19]. The yield is 0.250.